From a dataset of Full USPTO retrosynthesis dataset with 1.9M reactions from patents (1976-2016). Predict the reactants needed to synthesize the given product. (1) Given the product [F:19][C:20]1[CH:25]=[CH:24][C:23]([C:26]([NH:12][C:10]2[N:11]=[C:7]3[C:6]([C:13]4[CH:14]=[CH:15][CH:16]=[CH:17][CH:18]=4)=[CH:5][CH:4]=[C:3]([O:2][CH3:1])[N:8]3[N:9]=2)=[O:27])=[CH:22][CH:21]=1, predict the reactants needed to synthesize it. The reactants are: [CH3:1][O:2][C:3]1[N:8]2[N:9]=[C:10]([NH2:12])[N:11]=[C:7]2[C:6]([C:13]2[CH:18]=[CH:17][CH:16]=[CH:15][CH:14]=2)=[CH:5][CH:4]=1.[F:19][C:20]1[CH:25]=[CH:24][C:23]([C:26](Cl)=[O:27])=[CH:22][CH:21]=1. (2) Given the product [C:31]([C:2]1[C:3]([C:7]2[N:11]([S:12]([C:15]3[CH:16]=[N:17][CH:18]=[CH:19][CH:20]=3)(=[O:14])=[O:13])[CH:10]=[C:9]([CH2:21][N:22]([CH3:30])[C:23](=[O:29])[O:24][C:25]([CH3:28])([CH3:27])[CH3:26])[CH:8]=2)=[CH:4][S:5][CH:6]=1)#[N:32], predict the reactants needed to synthesize it. The reactants are: Br[C:2]1[C:3]([C:7]2[N:11]([S:12]([C:15]3[CH:16]=[N:17][CH:18]=[CH:19][CH:20]=3)(=[O:14])=[O:13])[CH:10]=[C:9]([CH2:21][N:22]([CH3:30])[C:23](=[O:29])[O:24][C:25]([CH3:28])([CH3:27])[CH3:26])[CH:8]=2)=[CH:4][S:5][CH:6]=1.[CH3:31][N:32](C)C=O.